This data is from Forward reaction prediction with 1.9M reactions from USPTO patents (1976-2016). The task is: Predict the product of the given reaction. (1) Given the reactants [O:1]1[CH2:7][CH:2]1[C:3]([O:5][CH3:6])=[O:4].[I-].[K+].[C:10](=[O:12])=[O:11], predict the reaction product. The product is: [CH3:6][O:5][C:3]([CH:2]1[CH2:7][O:1][C:10](=[O:11])[O:12]1)=[O:4]. (2) Given the reactants Cl[C:2]1[N:3]=[CH:4][C:5]2[N:6]([CH3:21])[C:7](=[O:20])[C:8]3([CH2:19][CH2:18]3)[CH2:9][N:10]([CH:13]3[CH2:17][CH2:16][CH2:15][CH2:14]3)[C:11]=2[N:12]=1.[NH2:22][C:23]1[CH:41]=[CH:40][C:26]([C:27]([NH:29][CH:30]2[CH2:37][C@H:36]3[N:38]([CH3:39])[C@H:32]([CH2:33][CH2:34][CH2:35]3)[CH2:31]2)=[O:28])=[CH:25][C:24]=1[F:42].O.C1(C)C=CC(S(O)(=O)=O)=CC=1, predict the reaction product. The product is: [CH:13]1([N:10]2[CH2:9][C:8]3([CH2:19][CH2:18]3)[C:7](=[O:20])[N:6]([CH3:21])[C:5]3[CH:4]=[N:3][C:2]([NH:22][C:23]4[CH:41]=[CH:40][C:26]([C:27]([NH:29][CH:30]5[CH2:37][C@H:36]6[N:38]([CH3:39])[C@H:32]([CH2:33][CH2:34][CH2:35]6)[CH2:31]5)=[O:28])=[CH:25][C:24]=4[F:42])=[N:12][C:11]2=3)[CH2:17][CH2:16][CH2:15][CH2:14]1. (3) Given the reactants [NH:1]1[CH2:6][CH2:5][O:4][CH2:3][CH2:2]1.[F:7][C:8]([F:13])([F:12])[CH:9]1[O:11][CH2:10]1, predict the reaction product. The product is: [F:7][C:8]([F:13])([F:12])[CH:9]([OH:11])[CH2:10][N:1]1[CH2:6][CH2:5][O:4][CH2:3][CH2:2]1. (4) Given the reactants [H-].[Na+].[CH:3]1([CH2:9][CH2:10][CH2:11][CH2:12][C:13]2[NH:17][C:16]3[CH:18]=[CH:19][CH:20]=[CH:21][C:15]=3[N:14]=2)[CH2:8][CH2:7][CH2:6][CH2:5][CH2:4]1.[CH3:22][CH2:23][O:24][C:25]([CH2:27]Br)=[O:26], predict the reaction product. The product is: [CH:3]1([CH2:9][CH2:10][CH2:11][CH2:12][C:13]2[N:14]([CH2:27][C:25]([O:24][CH2:23][CH3:22])=[O:26])[C:15]3[CH:21]=[CH:20][CH:19]=[CH:18][C:16]=3[N:17]=2)[CH2:8][CH2:7][CH2:6][CH2:5][CH2:4]1. (5) The product is: [CH3:12][O:14][C:1]([C:3]1[CH:4]=[N:5][CH:6]=[N:7][CH:8]=1)=[NH:2]. Given the reactants [C:1]([C:3]1[CH:4]=[N:5][CH:6]=[N:7][CH:8]=1)#[N:2].C[O-].[Na+].[C:12](O)(=[O:14])C, predict the reaction product. (6) Given the reactants [CH2:1]([O:8][C@@H:9]1[C@@H:14]([O:15][CH2:16][C:17]2[CH:22]=[CH:21][CH:20]=[CH:19][CH:18]=2)[C@H:13]([O:23][CH2:24][C:25]2[CH:30]=[CH:29][CH:28]=[CH:27][CH:26]=2)[C@@H:12]([CH2:31][O:32][CH2:33][C:34]2[CH:39]=[CH:38][CH:37]=[CH:36][CH:35]=2)[S:11][C@:10]21[C:47]1[C:42](=[CH:43][CH:44]=[C:45]([CH2:48][OH:49])[CH:46]=1)[CH2:41][O:40]2)[C:2]1[CH:7]=[CH:6][CH:5]=[CH:4][CH:3]=1.Cl[C:51]([O:53][CH3:54])=[O:52].S([O-])(O)(=O)=O.[K+].C(OCC)(=O)C, predict the reaction product. The product is: [CH2:1]([O:8][C@@H:9]1[C@@H:14]([O:15][CH2:16][C:17]2[CH:18]=[CH:19][CH:20]=[CH:21][CH:22]=2)[C@H:13]([O:23][CH2:24][C:25]2[CH:30]=[CH:29][CH:28]=[CH:27][CH:26]=2)[C@@H:12]([CH2:31][O:32][CH2:33][C:34]2[CH:35]=[CH:36][CH:37]=[CH:38][CH:39]=2)[S:11][C@:10]21[C:47]1[C:42](=[CH:43][CH:44]=[C:45]([CH2:48][O:49][C:51]([O:53][CH3:54])=[O:52])[CH:46]=1)[CH2:41][O:40]2)[C:2]1[CH:7]=[CH:6][CH:5]=[CH:4][CH:3]=1. (7) Given the reactants Cl.[NH2:2][NH:3][C:4]([NH2:6])=[O:5].C([O-])(O)=O.[Na+].[CH3:12][C:13]([CH3:19])([CH3:18])[CH2:14][C:15](Cl)=O.[OH-].[Na+].Cl, predict the reaction product. The product is: [CH2:14]([C:15]1[NH:6][C:4](=[O:5])[NH:3][N:2]=1)[C:13]([CH3:19])([CH3:18])[CH3:12]. (8) Given the reactants [F:1][C:2]1[CH:19]=[CH:18][C:5]([CH2:6][O:7][C:8]2[CH:9]=[C:10]([CH:15]=[CH:16][CH:17]=2)[C:11]([O:13]C)=[O:12])=[CH:4][CH:3]=1.FC1C=CC(COC2C=CC(C(O)=O)=CC=2)=CC=1, predict the reaction product. The product is: [F:1][C:2]1[CH:19]=[CH:18][C:5]([CH2:6][O:7][C:8]2[CH:9]=[C:10]([CH:15]=[CH:16][CH:17]=2)[C:11]([OH:13])=[O:12])=[CH:4][CH:3]=1. (9) Given the reactants [Cl:1][C:2]1[CH:27]=[CH:26][C:5]2[N:6]3[C:10]([CH2:11][NH:12][CH2:13][C:4]=2[CH:3]=1)=[N:9][N:8]=[C:7]3[CH:14]1[CH2:19][CH2:18][N:17]([C:20]2[CH:25]=[CH:24][CH:23]=[CH:22][N:21]=2)[CH2:16][CH2:15]1.Cl[C:29]1[N:34]=[CH:33][CH:32]=[CH:31][N:30]=1.C(=O)([O-])[O-].[K+].[K+], predict the reaction product. The product is: [Cl:1][C:2]1[CH:27]=[CH:26][C:5]2[N:6]3[C:10]([CH2:11][N:12]([C:29]4[N:34]=[CH:33][CH:32]=[CH:31][N:30]=4)[CH2:13][C:4]=2[CH:3]=1)=[N:9][N:8]=[C:7]3[CH:14]1[CH2:15][CH2:16][N:17]([C:20]2[CH:25]=[CH:24][CH:23]=[CH:22][N:21]=2)[CH2:18][CH2:19]1. (10) Given the reactants [CH:1]1([NH2:6])[CH2:5][CH2:4][CH2:3][CH2:2]1.[CH2:7]=[C:8]1[O:12][C:10](=[O:11])[CH2:9]1, predict the reaction product. The product is: [CH:1]1([NH:6][C:10](=[O:11])[CH2:9][C:8](=[O:12])[CH3:7])[CH2:5][CH2:4][CH2:3][CH2:2]1.